From a dataset of Forward reaction prediction with 1.9M reactions from USPTO patents (1976-2016). Predict the product of the given reaction. (1) Given the reactants [Cl:1][C:2]1[C:10]([O:11][C:12]([C:15]#[N:16])([CH3:14])[CH3:13])=[CH:9][CH:8]=[CH:7][C:3]=1[C:4](O)=[O:5].CN(C)C=O.C(Cl)(=O)C([Cl:25])=O, predict the reaction product. The product is: [Cl:1][C:2]1[C:10]([O:11][C:12]([C:15]#[N:16])([CH3:14])[CH3:13])=[CH:9][CH:8]=[CH:7][C:3]=1[C:4]([Cl:25])=[O:5]. (2) Given the reactants Cl.[C:2]([O:6][C:7](=[O:21])[C@@H:8]([NH:15][C:16](=[O:20])[C@@H:17]([NH2:19])[CH3:18])[CH2:9][CH2:10][S:11]([CH3:14])(=[O:13])=[O:12])([CH3:5])([CH3:4])[CH3:3].[CH3:22][C:23]1[C:31]2[C:26](=[CH:27][CH:28]=[CH:29][CH:30]=2)[CH2:25][C:24]=1[C:32](O)=[O:33].CN(C(ON1N=NC2C=CC=NC1=2)=[N+](C)C)C.F[P-](F)(F)(F)(F)F.C(N(CC)C(C)C)(C)C, predict the reaction product. The product is: [C:2]([O:6][C:7](=[O:21])[C@@H:8]([NH:15][C:16](=[O:20])[C@@H:17]([NH:19][C:32]([C:24]1[CH2:25][C:26]2[C:31]([C:23]=1[CH3:22])=[CH:30][CH:29]=[CH:28][CH:27]=2)=[O:33])[CH3:18])[CH2:9][CH2:10][S:11]([CH3:14])(=[O:13])=[O:12])([CH3:3])([CH3:4])[CH3:5].